This data is from Forward reaction prediction with 1.9M reactions from USPTO patents (1976-2016). The task is: Predict the product of the given reaction. (1) The product is: [CH2:5]([C:17]1[CH:18]=[C:19]([CH:23]=[CH:24][CH:25]=1)[C:20]([O:22][CH3:1])=[O:21])[CH2:6][CH2:7][CH2:8][CH2:9][CH2:10][CH2:11][CH2:12][CH2:13][CH2:14][CH2:15][CH3:16]. Given the reactants [C:1](Cl)(=O)C.[CH2:5]([C:17]1[CH:18]=[C:19]([CH:23]=[CH:24][CH:25]=1)[C:20]([OH:22])=[O:21])[CH2:6][CH2:7][CH2:8][CH2:9][CH2:10][CH2:11][CH2:12][CH2:13][CH2:14][CH2:15][CH3:16].C([O-])(O)=O.[Na+], predict the reaction product. (2) Given the reactants [F:1][C:2]1[CH:7]=[CH:6][C:5]([CH2:8][C:9]([OH:11])=[O:10])=[CH:4][C:3]=1[N+:12]([O-:14])=[O:13].O=S(Cl)Cl.[CH2:19](O)[CH3:20], predict the reaction product. The product is: [F:1][C:2]1[CH:7]=[CH:6][C:5]([CH2:8][C:9]([O:11][CH2:19][CH3:20])=[O:10])=[CH:4][C:3]=1[N+:12]([O-:14])=[O:13]. (3) Given the reactants [NH2:1][C:2]([NH2:4])=[S:3].Cl[CH:6]([C:12](=O)[C:13]([O:15][CH2:16][CH3:17])=[O:14])[C:7]([O:9][CH2:10][CH3:11])=[O:8], predict the reaction product. The product is: [NH2:1][C:2]1[S:3][C:12]([C:13]([O:15][CH2:16][CH3:17])=[O:14])=[C:6]([C:7]([O:9][CH2:10][CH3:11])=[O:8])[N:4]=1. (4) Given the reactants [N+:1]([C:4]1[CH:5]=[C:6]([C:10]23[CH2:15][CH:14]2[CH2:13][O:12][C:11]3=[O:16])[CH:7]=[CH:8][CH:9]=1)([O-:3])=[O:2].[NH3:17], predict the reaction product. The product is: [OH:12][CH2:13][CH:14]1[CH2:15][C:10]1([C:6]1[CH:7]=[CH:8][CH:9]=[C:4]([N+:1]([O-:3])=[O:2])[CH:5]=1)[C:11]([NH2:17])=[O:16].